This data is from Reaction yield outcomes from USPTO patents with 853,638 reactions. The task is: Predict the reaction yield, written as a fraction of the theoretical maximum amount of product (1.0 means a 100% yield; for example, 0.34 means a 34% yield). (1) The reactants are [Cl:1][C:2]1[NH:10][CH:9]=[N:8][C:7]2[C:3]=1[N:4]=[CH:5][N:6]=2.O[CH2:12][N:13]1[CH2:17][CH:16]([CH2:18][CH2:19][CH3:20])[CH2:15][C:14]1=[O:21].C(N(CC)C(Cl)=O)C. The catalyst is CC#N. The product is [Cl:1][C:2]1[N:10]=[CH:9][N:8]=[C:7]2[C:3]=1[N:4]=[CH:5][N:6]2[CH2:12][N:13]1[CH2:17][CH:16]([CH2:18][CH2:19][CH3:20])[CH2:15][C:14]1=[O:21]. The yield is 0.990. (2) The reactants are Br[C:2]1[CH:11]=[C:10]2[C:5]([CH:6]=[C:7]([NH:12][C:13]([CH:15]3[CH2:17][CH2:16]3)=[O:14])[N:8]=[CH:9]2)=[CH:4][CH:3]=1.[CH3:18][N:19]1[CH2:24][CH2:23][NH:22][CH2:21][CH2:20]1.CC(C1C=C(C(C)C)C(C2C=CC=CC=2P(C2CCCCC2)C2CCCCC2)=C(C(C)C)C=1)C.C(=O)([O-])[O-].[Cs+].[Cs+]. The catalyst is C([O-])(=O)C.[Pd+2].C([O-])(=O)C.CN(C)C(=O)C. The product is [CH3:18][N:19]1[CH2:24][CH2:23][N:22]([C:2]2[CH:11]=[C:10]3[C:5]([CH:6]=[C:7]([NH:12][C:13]([CH:15]4[CH2:17][CH2:16]4)=[O:14])[N:8]=[CH:9]3)=[CH:4][CH:3]=2)[CH2:21][CH2:20]1. The yield is 0.410. (3) The reactants are [CH:1]([S:4](Cl)(=[O:6])=[O:5])([CH3:3])[CH3:2].[NH2:8][CH2:9][C@H:10]1[CH2:15][CH2:14][C@H:13]([NH:16][C:17]([O:19][CH2:20][C:21]2[CH:26]=[CH:25][CH:24]=[CH:23][CH:22]=2)=[O:18])[CH2:12][CH2:11]1. The catalyst is C(Cl)Cl. The product is [CH3:2][CH:1]([S:4]([NH:8][CH2:9][C@H:10]1[CH2:15][CH2:14][C@H:13]([NH:16][C:17]([O:19][CH2:20][C:21]2[CH:22]=[CH:23][CH:24]=[CH:25][CH:26]=2)=[O:18])[CH2:12][CH2:11]1)(=[O:6])=[O:5])[CH3:3]. The yield is 0.320. (4) The reactants are [CH3:1][C:2]1[C:16](=[O:17])[N:15]=[C:14]2[N:4]([C@@H:5]3[O:9][C@H:8]([CH2:10][OH:11])[C@@H:7]([OH:12])[C@@H:6]3[O:13]2)[CH:3]=1.[CH3:18][O:19][CH2:20][CH2:21][O:22]B([O:22][CH2:21][CH2:20][O:19][CH3:18])[O:22][CH2:21][CH2:20][O:19][CH3:18]. The catalyst is COCCO. The product is [CH3:18][O:19][CH2:20][CH2:21][O:22][C@@H:6]1[C@H:7]([OH:12])[C@@H:8]([CH2:10][OH:11])[O:9][C@H:5]1[N:4]1[CH:3]=[C:2]([CH3:1])[C:16](=[O:17])[NH:15][C:14]1=[O:13]. The yield is 0.630. (5) The reactants are [C:1]([C:5]1[CH:12]=[CH:11][C:8]([CH:9]=O)=[CH:7][CH:6]=1)([CH3:4])([CH3:3])[CH3:2].Cl.[Cl:14][C:15]1[CH:16]=[C:17]([CH2:22][CH2:23][NH2:24])[CH:18]=[CH:19][C:20]=1[F:21].C(=O)([O-])[O-].[K+].[K+].[BH4-].[Na+].Cl. The catalyst is CO. The product is [C:1]([C:5]1[CH:12]=[CH:11][C:8]([CH2:9][NH:24][CH2:23][CH2:22][C:17]2[CH:18]=[CH:19][C:20]([F:21])=[C:15]([Cl:14])[CH:16]=2)=[CH:7][CH:6]=1)([CH3:4])([CH3:3])[CH3:2]. The yield is 0.800. (6) The reactants are [CH2:1]([O:3][C:4](=[O:24])[CH:5]=[C:6]([C:13]1[CH:14]=[C:15]2[C:19](=[CH:20][CH:21]=1)[NH:18][CH:17]=[C:16]2[C:22]#[N:23])[C:7]1[CH:12]=[CH:11][CH:10]=[CH:9][CH:8]=1)[CH3:2]. The catalyst is CCO.CCOC(C)=O.CO.[Pd]. The product is [CH2:1]([O:3][C:4](=[O:24])[CH2:5][CH:6]([C:13]1[CH:14]=[C:15]2[C:19](=[CH:20][CH:21]=1)[NH:18][CH:17]=[C:16]2[C:22]#[N:23])[C:7]1[CH:8]=[CH:9][CH:10]=[CH:11][CH:12]=1)[CH3:2]. The yield is 1.00.